This data is from NCI-60 drug combinations with 297,098 pairs across 59 cell lines. The task is: Regression. Given two drug SMILES strings and cell line genomic features, predict the synergy score measuring deviation from expected non-interaction effect. (1) Drug 1: C1=CC(=CC=C1CC(C(=O)O)N)N(CCCl)CCCl.Cl. Drug 2: CC1CCCC2(C(O2)CC(NC(=O)CC(C(C(=O)C(C1O)C)(C)C)O)C(=CC3=CSC(=N3)C)C)C. Cell line: SF-295. Synergy scores: CSS=18.6, Synergy_ZIP=-5.78, Synergy_Bliss=2.20, Synergy_Loewe=4.97, Synergy_HSA=3.05. (2) Drug 1: CN(C(=O)NC(C=O)C(C(C(CO)O)O)O)N=O. Drug 2: C(CN)CNCCSP(=O)(O)O. Cell line: DU-145. Synergy scores: CSS=5.38, Synergy_ZIP=1.51, Synergy_Bliss=0.446, Synergy_Loewe=3.86, Synergy_HSA=1.67.